Dataset: Full USPTO retrosynthesis dataset with 1.9M reactions from patents (1976-2016). Task: Predict the reactants needed to synthesize the given product. Given the product [C:1]([O:5][C:6](=[O:23])[NH:7][CH:8]([C:15]1[CH:20]=[CH:19][C:18]([Cl:21])=[C:17]([Cl:22])[CH:16]=1)[C:9]([C:25]1[CH:30]=[CH:29][C:28]([O:31][CH:32]([CH3:34])[CH3:33])=[CH:27][N:26]=1)=[O:14])([CH3:2])([CH3:3])[CH3:4], predict the reactants needed to synthesize it. The reactants are: [C:1]([O:5][C:6](=[O:23])[NH:7][CH:8]([C:15]1[CH:20]=[CH:19][C:18]([Cl:21])=[C:17]([Cl:22])[CH:16]=1)[C:9](=[O:14])N(OC)C)([CH3:4])([CH3:3])[CH3:2].Br[C:25]1[CH:30]=[CH:29][C:28]([O:31][CH:32]([CH3:34])[CH3:33])=[CH:27][N:26]=1.